This data is from NCI-60 drug combinations with 297,098 pairs across 59 cell lines. The task is: Regression. Given two drug SMILES strings and cell line genomic features, predict the synergy score measuring deviation from expected non-interaction effect. (1) Drug 1: CC1=C2C(C(=O)C3(C(CC4C(C3C(C(C2(C)C)(CC1OC(=O)C(C(C5=CC=CC=C5)NC(=O)OC(C)(C)C)O)O)OC(=O)C6=CC=CC=C6)(CO4)OC(=O)C)OC)C)OC. Drug 2: N.N.Cl[Pt+2]Cl. Cell line: DU-145. Synergy scores: CSS=63.3, Synergy_ZIP=12.4, Synergy_Bliss=12.8, Synergy_Loewe=-28.1, Synergy_HSA=13.1. (2) Drug 1: CN1CCC(CC1)COC2=C(C=C3C(=C2)N=CN=C3NC4=C(C=C(C=C4)Br)F)OC. Drug 2: C1CC(=O)NC(=O)C1N2CC3=C(C2=O)C=CC=C3N. Cell line: SF-295. Synergy scores: CSS=1.69, Synergy_ZIP=-3.33, Synergy_Bliss=-6.19, Synergy_Loewe=-5.21, Synergy_HSA=-5.07. (3) Drug 1: C1CN1C2=NC(=NC(=N2)N3CC3)N4CC4. Drug 2: CN(C)C1=NC(=NC(=N1)N(C)C)N(C)C. Cell line: SR. Synergy scores: CSS=54.3, Synergy_ZIP=-0.0103, Synergy_Bliss=-1.20, Synergy_Loewe=-2.98, Synergy_HSA=-2.15.